Dataset: Full USPTO retrosynthesis dataset with 1.9M reactions from patents (1976-2016). Task: Predict the reactants needed to synthesize the given product. (1) Given the product [N+:2]([O-:5])([O-:4])=[O:3].[Al+3:10].[N+:2]([O-:5])([O-:4])=[O:3].[N+:2]([O-:5])([O-:4])=[O:3].[OH-:7].[NH4+:1], predict the reactants needed to synthesize it. The reactants are: [NH3:1].[N+:2]([O-:5])([O-:4])=[O:3].[NH4+].[OH-:7].[OH-].[OH-].[Al+3:10]. (2) Given the product [CH3:25][CH:26]1[NH:27][CH:28]([CH3:32])[CH2:29][N:30]([CH2:2][CH2:3][O:4][CH2:5][CH2:6][N:7]2[C:11]3[CH:12]=[CH:13][CH:14]=[CH:15][C:10]=3[N:9]([C:16]3[CH:21]=[CH:20][CH:19]=[CH:18][C:17]=3[F:22])[S:8]2(=[O:24])=[O:23])[CH2:31]1, predict the reactants needed to synthesize it. The reactants are: Br[CH2:2][CH2:3][O:4][CH2:5][CH2:6][N:7]1[C:11]2[CH:12]=[CH:13][CH:14]=[CH:15][C:10]=2[N:9]([C:16]2[CH:21]=[CH:20][CH:19]=[CH:18][C:17]=2[F:22])[S:8]1(=[O:24])=[O:23].[CH3:25][CH:26]1[CH2:31][NH:30][CH2:29][CH:28]([CH3:32])[NH:27]1. (3) Given the product [NH2:16][C:17]1[CH:18]=[CH:19][C:20]([CH2:21][CH:22]([NH:23][C:2]2[C:11]([C:12]([OH:14])=[O:13])=[CH:10][C:9]3[C:4](=[CH:5][CH:6]=[C:7]([Cl:15])[CH:8]=3)[N:3]=2)[C:24]([OH:26])=[O:25])=[CH:27][CH:28]=1, predict the reactants needed to synthesize it. The reactants are: Cl[C:2]1[C:11]([C:12]([OH:14])=[O:13])=[CH:10][C:9]2[C:4](=[CH:5][CH:6]=[C:7]([Cl:15])[CH:8]=2)[N:3]=1.[NH2:16][C:17]1[CH:28]=[CH:27][C:20]([CH2:21][CH:22]([C:24]([OH:26])=[O:25])[NH2:23])=[CH:19][CH:18]=1. (4) Given the product [Br:1][C:2]1[CH:7]=[CH:6][C:5]([O:8][CH3:9])=[CH:4][C:3]=1[NH2:10], predict the reactants needed to synthesize it. The reactants are: [Br:1][C:2]1[CH:7]=[CH:6][C:5]([O:8][CH3:9])=[CH:4][C:3]=1[N+:10]([O-])=O.Cl.